Dataset: Retrosynthesis with 50K atom-mapped reactions and 10 reaction types from USPTO. Task: Predict the reactants needed to synthesize the given product. (1) The reactants are: CCOC(=O)c1c(O)cc(C)n(C)c1=O.Nc1ncc[nH]1. Given the product Cc1cc(O)c(C(=O)Nc2ncc[nH]2)c(=O)n1C, predict the reactants needed to synthesize it. (2) Given the product Cc1ccccc1OCCO, predict the reactants needed to synthesize it. The reactants are: Cc1ccccc1OCC(=O)O. (3) Given the product Nc1ccc(Oc2ccccc2)nc1, predict the reactants needed to synthesize it. The reactants are: O=[N+]([O-])c1ccc(Oc2ccccc2)nc1. (4) Given the product O=C(O)C(F)(F)F, predict the reactants needed to synthesize it. The reactants are: CCN(CC)CCOc1cc(Cl)cc(N2CCN(C(=O)OC(C)(C)C)CC2)c1. (5) Given the product Clc1ccc2c3ccccc3n(-c3ccccc3)c2c1, predict the reactants needed to synthesize it. The reactants are: Clc1ccc2c(c1)[nH]c1ccccc12.Ic1ccccc1. (6) The reactants are: Nc1nc(-c2cccc(Cc3ccccc3)c2)[nH]c(=O)c1N=O. Given the product Nc1nc(-c2cccc(Cc3ccccc3)c2)[nH]c(=O)c1N, predict the reactants needed to synthesize it. (7) Given the product CC(C)(C)OC(=O)N[C@H]1CC[C@@H](N)CC1, predict the reactants needed to synthesize it. The reactants are: CC(C)(C)OC(=O)N[C@H]1CC[C@@H](N=[N+]=[N-])CC1. (8) Given the product Nc1ncnc(Oc2ccc(Oc3ccccc3)cc2)c1-c1cccc(NC(=O)/C=C/CN2CCCC(F)(F)C2)c1, predict the reactants needed to synthesize it. The reactants are: Nc1cccc(-c2c(N)ncnc2Oc2ccc(Oc3ccccc3)cc2)c1.O=C(O)/C=C/CN1CCCC(F)(F)C1. (9) Given the product Cc1c(-c2ccc([C@H](C)N3CC[C@](CC(C)(C)O)(c4ccccc4)OC3=O)cc2)cc(=O)n(C)c1C, predict the reactants needed to synthesize it. The reactants are: C[C@@H](c1ccc(B2OC(C)(C)C(C)(C)O2)cc1)N1CC[C@](CC(C)(C)O)(c2ccccc2)OC1=O.Cc1c(Br)cc(=O)n(C)c1C. (10) Given the product CCc1nc2c(C)cc(C)nc2n1Cc1ccc(/C=C/CN2CCC(O)CC2)cc1, predict the reactants needed to synthesize it. The reactants are: CCc1nc2c(C)cc(C)nc2n1Cc1ccc(/C=C/CO)cc1.OC1CCNCC1.